Dataset: Reaction yield outcomes from USPTO patents with 853,638 reactions. Task: Predict the reaction yield, written as a fraction of the theoretical maximum amount of product (1.0 means a 100% yield; for example, 0.34 means a 34% yield). (1) The reactants are C(OC(=O)[NH:7][C@H:8]1[CH2:13][CH2:12][CH2:11][N:10]([C:14]2[CH:19]=[CH:18][C:17]([NH:20][C:21]3[C:30]4[C:25](=[CH:26][CH:27]=[C:28]([C:31]5[CH:36]=[C:35]([F:37])[C:34]([OH:38])=[C:33]([Cl:39])[CH:32]=5)[N:29]=4)[N:24]=[CH:23][C:22]=3[C:40]([CH:42]3[CH2:45][CH2:44][CH2:43]3)=[O:41])=[CH:16][N:15]=2)[CH2:9]1)(C)(C)C.C(O)(C(F)(F)F)=O. No catalyst specified. The product is [ClH:39].[ClH:39].[ClH:39].[NH2:7][C@H:8]1[CH2:13][CH2:12][CH2:11][N:10]([C:14]2[N:15]=[CH:16][C:17]([NH:20][C:21]3[C:30]4[C:25](=[CH:26][CH:27]=[C:28]([C:31]5[CH:36]=[C:35]([F:37])[C:34]([OH:38])=[C:33]([Cl:39])[CH:32]=5)[N:29]=4)[N:24]=[CH:23][C:22]=3[C:40]([CH:42]3[CH2:45][CH2:44][CH2:43]3)=[O:41])=[CH:18][CH:19]=2)[CH2:9]1. The yield is 0.720. (2) The catalyst is C1C=CC(/C=C/C(/C=C/C2C=CC=CC=2)=O)=CC=1.C1C=CC(/C=C/C(/C=C/C2C=CC=CC=2)=O)=CC=1.C1C=CC(/C=C/C(/C=C/C2C=CC=CC=2)=O)=CC=1.[Pd].[Pd].O1CCOCC1. The yield is 0.317. The reactants are Br[C:2]1[N:9]=[CH:8][CH:7]=[C:6]([Cl:10])[C:3]=1[CH:4]=[O:5].[CH3:11][C:12]1([CH3:25])[CH2:23][C:22]2[CH:21]=[C:20]3[N:15]([CH2:16][CH2:17][NH:18][C:19]3=[O:24])[C:14]=2[CH2:13]1.CC1(C)C2C(=C(P(C3C=CC=CC=3)C3C=CC=CC=3)C=CC=2)OC2C(P(C3C=CC=CC=3)C3C=CC=CC=3)=CC=CC1=2.C([O-])([O-])=O.[Cs+].[Cs+]. The product is [Cl:10][C:6]1[CH:7]=[CH:8][N:9]=[C:2]([N:18]2[CH2:17][CH2:16][N:15]3[C:20](=[CH:21][C:22]4[CH2:23][C:12]([CH3:11])([CH3:25])[CH2:13][C:14]=43)[C:19]2=[O:24])[C:3]=1[CH:4]=[O:5]. (3) The reactants are [Cl:1][C:2]1[CH:3]=[C:4]([CH:26]=[CH:27][C:28]=1[F:29])[NH:5][C:6]1[C:15]2[C:10](=[CH:11][C:12]([O:24][CH3:25])=[CH:13][C:14]=2[O:16][CH2:17][C@H:18]2[NH:22][CH2:21][C@@H:20]([OH:23])[CH2:19]2)[N:9]=[CH:8][N:7]=1.[C:30](O)(=[O:33])[CH2:31][OH:32]. No catalyst specified. The product is [Cl:1][C:2]1[CH:3]=[C:4]([CH:26]=[CH:27][C:28]=1[F:29])[NH:5][C:6]1[C:15]2[C:10](=[CH:11][C:12]([O:24][CH3:25])=[CH:13][C:14]=2[O:16][CH2:17][C@H:18]2[N:22]([C:31](=[O:32])[CH2:30][OH:33])[CH2:21][C@@H:20]([OH:23])[CH2:19]2)[N:9]=[CH:8][N:7]=1. The yield is 0.810. (4) The reactants are C1(S([N:10]2[C:14]3=[N:15][CH:16]=[CH:17][CH:18]=[C:13]3[CH:12]=[C:11]2[C:19]([C:26]2[CH:31]=[CH:30][C:29]([C:32](=[O:34])[CH3:33])=[CH:28][CH:27]=2)=[CH:20][CH:21]2[CH2:25][CH2:24][CH2:23][CH2:22]2)(=O)=O)C=CC=CC=1.[OH-].[Na+]. The catalyst is C(O)C.O1CCCC1.C(OCC)(=O)C. The product is [CH:21]1([CH:20]=[C:19]([C:26]2[CH:27]=[CH:28][C:29]([C:32](=[O:34])[CH3:33])=[CH:30][CH:31]=2)[C:11]2[NH:10][C:14]3=[N:15][CH:16]=[CH:17][CH:18]=[C:13]3[CH:12]=2)[CH2:25][CH2:24][CH2:23][CH2:22]1. The yield is 0.890. (5) The reactants are [Cl:1][C:2]1[CH:3]=[CH:4][C:5]2[N:6]=[CH:7][N:8]3[C:16]4[CH:15]=[CH:14][CH:13]=[C:12]([F:17])[C:11]=4[CH:10]=[C:9]3[C:18]=2[N:19]=1.[BH4-].[Na+].[NH4+].[Cl-]. The catalyst is C1COCC1.CO. The product is [Cl:1][C:2]1[CH:3]=[CH:4][C:5]2[NH:6][CH2:7][N:8]3[C:16]4[CH:15]=[CH:14][CH:13]=[C:12]([F:17])[C:11]=4[CH:10]=[C:9]3[C:18]=2[N:19]=1. The yield is 0.990. (6) The reactants are [F:1][C:2]1[CH:3]=[C:4]2[C:9](=[C:10]([N+:12]([O-])=O)[CH:11]=1)[N:8]=[CH:7][CH:6]=[CH:5]2.[Sn](Cl)Cl. The catalyst is Cl. The product is [F:1][C:2]1[CH:3]=[C:4]2[C:9](=[C:10]([NH2:12])[CH:11]=1)[N:8]=[CH:7][CH:6]=[CH:5]2. The yield is 0.740. (7) The reactants are [CH2:1]([O:8][C:9]1[CH:13]=[C:12]([C:14](OC)=[O:15])[N:11]([C:18]2[CH:23]=[CH:22][CH:21]=[CH:20][CH:19]=2)[N:10]=1)[C:2]1[CH:7]=[CH:6][CH:5]=[CH:4][CH:3]=1.[H-].[Al+3].[Li+].[H-].[H-].[H-].O.O.O.O.O.O.O.O.O.O.S([O-])([O-])(=O)=O.[Na+].[Na+]. The catalyst is O1CCCC1. The product is [CH2:1]([O:8][C:9]1[CH:13]=[C:12]([CH2:14][OH:15])[N:11]([C:18]2[CH:23]=[CH:22][CH:21]=[CH:20][CH:19]=2)[N:10]=1)[C:2]1[CH:3]=[CH:4][CH:5]=[CH:6][CH:7]=1. The yield is 0.880. (8) The product is [C:38]([O:42][C:43]([N:45]1[CH2:49][CH2:48][CH:47]([CH2:50][N:19]2[C:20]3[C:25](=[CH:24][C:23]([O:26][CH:27]([F:28])[F:29])=[CH:22][CH:21]=3)[C:17]([C:14]3[N:15]=[C:16]4[C:8]([C:6](=[O:7])[NH:5][C:1]([CH3:4])([CH3:3])[CH3:2])=[CH:9][N:10]([CH2:30][O:31][CH2:32][CH2:33][Si:34]([CH3:37])([CH3:36])[CH3:35])[C:11]4=[N:12][CH:13]=3)=[N:18]2)[CH2:46]1)=[O:44])([CH3:41])([CH3:39])[CH3:40]. The yield is 0.860. The catalyst is CN(C=O)C. The reactants are [C:1]([NH:5][C:6]([C:8]1[C:16]2[C:11](=[N:12][CH:13]=[C:14]([C:17]3[C:25]4[C:20](=[CH:21][CH:22]=[C:23]([O:26][CH:27]([F:29])[F:28])[CH:24]=4)[NH:19][N:18]=3)[N:15]=2)[N:10]([CH2:30][O:31][CH2:32][CH2:33][Si:34]([CH3:37])([CH3:36])[CH3:35])[CH:9]=1)=[O:7])([CH3:4])([CH3:3])[CH3:2].[C:38]([O:42][C:43]([N:45]1[CH2:49][CH2:48][CH:47]([CH2:50]OS(C)(=O)=O)[CH2:46]1)=[O:44])([CH3:41])([CH3:40])[CH3:39].C(=O)([O-])[O-].[Cs+].[Cs+]. (9) The catalyst is CO.O. The reactants are [NH:1]1[CH:5]=[C:4]([C:6]2[C:7]([C:12]3[CH:17]=[CH:16][CH:15]=[CH:14][CH:13]=3)=[N:8][O:9][C:10]=2[CH3:11])[N:3]=[CH:2]1.CN(CCN(C)C)C.[F:26][C:27]1[CH:32]=[CH:31][C:30](B(O)O)=[CH:29][CH:28]=1.N. The product is [F:26][C:27]1[CH:32]=[CH:31][C:30]([N:1]2[CH:5]=[C:4]([C:6]3[C:7]([C:12]4[CH:13]=[CH:14][CH:15]=[CH:16][CH:17]=4)=[N:8][O:9][C:10]=3[CH3:11])[N:3]=[CH:2]2)=[CH:29][CH:28]=1. The yield is 0.210. (10) The reactants are [C:1]([CH2:3][C:4]([O:6][CH2:7][CH3:8])=[O:5])#[N:2].[C:9]([NH:12][C:13]1[CH:20]=[CH:19][C:16]([CH:17]=O)=[CH:15][CH:14]=1)(=[O:11])[CH3:10].N1CCCCC1. The catalyst is C(O)C. The product is [C:9]([NH:12][C:13]1[CH:20]=[CH:19][C:16]([CH:17]=[C:3]([C:1]#[N:2])[C:4]([O:6][CH2:7][CH3:8])=[O:5])=[CH:15][CH:14]=1)(=[O:11])[CH3:10]. The yield is 0.410.